This data is from Forward reaction prediction with 1.9M reactions from USPTO patents (1976-2016). The task is: Predict the product of the given reaction. (1) Given the reactants Cl[CH2:2][C:3](Cl)=[O:4].Cl.Cl.[Cl:8][C:9]1[C:10]([F:35])=[C:11]([CH:32]=[CH:33][CH:34]=1)[NH:12][C:13]1[C:22]2[C:17](=[CH:18][C:19]([O:30][CH3:31])=[C:20]([O:23][CH:24]3[CH2:29][CH2:28][CH2:27][NH:26][CH2:25]3)[CH:21]=2)[N:16]=[CH:15][N:14]=1.C(N(C(C)C)CC)(C)C.Cl.[F:46][C:47]1([F:52])[CH2:51][CH2:50][NH:49][CH2:48]1, predict the reaction product. The product is: [Cl:8][C:9]1[C:10]([F:35])=[C:11]([CH:32]=[CH:33][CH:34]=1)[NH:12][C:13]1[C:22]2[C:17](=[CH:18][C:19]([O:30][CH3:31])=[C:20]([O:23][CH:24]3[CH2:29][CH2:28][CH2:27][N:26]([C:3](=[O:4])[CH2:2][N:49]4[CH2:50][CH2:51][C:47]([F:52])([F:46])[CH2:48]4)[CH2:25]3)[CH:21]=2)[N:16]=[CH:15][N:14]=1. (2) Given the reactants C(OC(=O)C[C@@H](N1[CH:29]=[CH:28][C:27]([C:30]2[CH:35]=[CH:34][C:33]([C:36]3[CH:41]=[CH:40][C:39]([C:42]#[N:43])=[CH:38][CH:37]=3)=[CH:32][CH:31]=2)=[CH:26]1)C(N[C@@H](CC1C=CC=CC=1)CO)=O)C1C=CC=CC=1.FC(F)(F)C(O)=[O:48].[CH2:52]([O:59][C:60](=[O:74])[CH2:61][C@@H:62]([NH2:73])[C:63]([NH:65][CH:66]([CH2:71][OH:72])[C:67]([CH3:70])([CH3:69])[CH3:68])=[O:64])[C:53]1[CH:58]=[CH:57][CH:56]=[CH:55][CH:54]=1, predict the reaction product. The product is: [CH2:52]([O:59][C:60](=[O:74])[CH2:61][C@@H:62]([N:73]1[CH:29]=[CH:28][C:27]([C:30]2[CH:35]=[CH:34][C:33]([C:36]3[CH:41]=[CH:40][C:39]([C:42](=[O:48])[NH2:43])=[CH:38][CH:37]=3)=[CH:32][CH:31]=2)=[CH:26]1)[C:63]([NH:65][C@H:66]([CH2:71][OH:72])[C:67]([CH3:70])([CH3:69])[CH3:68])=[O:64])[C:53]1[CH:54]=[CH:55][CH:56]=[CH:57][CH:58]=1. (3) Given the reactants [C:1]([Br:5])(Br)(Br)[Br:2].C1C=CC(P(C2C=CC=CC=2)C2C=CC=CC=2)=CC=1.[CH:25]([O:28][C:29]1[CH:30]=[C:31]([CH:34]=[CH:35][C:36]=1[O:37][CH3:38])[CH:32]=O)([CH3:27])[CH3:26], predict the reaction product. The product is: [Br:2][C:1]([Br:5])=[CH:32][C:31]1[CH:34]=[CH:35][C:36]([O:37][CH3:38])=[C:29]([O:28][CH:25]([CH3:27])[CH3:26])[CH:30]=1. (4) Given the reactants [Cl:1][C:2]1[CH:7]=[CH:6][C:5]([C:8](=[O:24])[CH2:9][CH:10]([CH:17](C(O)=O)[C:18]([OH:20])=[O:19])[C:11]2[CH:16]=[CH:15][CH:14]=[CH:13][CH:12]=2)=[CH:4][CH:3]=1, predict the reaction product. The product is: [Cl:1][C:2]1[CH:3]=[CH:4][C:5]([C:8](=[O:24])[CH2:9][CH:10]([C:11]2[CH:12]=[CH:13][CH:14]=[CH:15][CH:16]=2)[CH2:17][C:18]([OH:20])=[O:19])=[CH:6][CH:7]=1. (5) Given the reactants [Br:1][C:2]1[CH:10]=[CH:9][CH:8]=[C:7]2[C:3]=1[CH:4]=[N:5][NH:6]2.[C:11](Cl)(=[O:18])[C:12]1[CH:17]=[CH:16][CH:15]=[CH:14][CH:13]=1.C(=O)(O)[O-].[Na+], predict the reaction product. The product is: [Br:1][C:2]1[CH:10]=[CH:9][CH:8]=[C:7]2[C:3]=1[CH:4]=[N:5][N:6]2[C:11]([C:12]1[CH:17]=[CH:16][CH:15]=[CH:14][CH:13]=1)=[O:18]. (6) Given the reactants [N+](C1C=CC(O[C:9]([NH:11][CH:12]2[CH2:17][CH2:16][CH2:15][N:14]([C:18]([O:20][C:21]([CH3:24])([CH3:23])[CH3:22])=[O:19])[CH2:13]2)=[O:10])=CC=1)([O-])=O.Cl.[CH:28]12[NH:35][CH:32]([CH2:33][CH2:34]1)[CH2:31][C:30](=[O:36])[CH2:29]2.C(#N)C.C(N(CC)CC)C, predict the reaction product. The product is: [O:36]=[C:30]1[CH2:29][CH:28]2[N:35]([C:9]([NH:11][CH:12]3[CH2:17][CH2:16][CH2:15][N:14]([C:18]([O:20][C:21]([CH3:22])([CH3:23])[CH3:24])=[O:19])[CH2:13]3)=[O:10])[CH:32]([CH2:33][CH2:34]2)[CH2:31]1. (7) Given the reactants [F:1][C:2]1[CH:3]=[C:4]([CH:10]=[CH:11][CH:12]=1)[CH:5]=[CH:6][C:7](O)=[O:8].CCN=C=NCCC[N:21]([CH3:23])C.Cl.C(N(CC)CC)C.N[O:33][CH3:34].Cl, predict the reaction product. The product is: [F:1][C:2]1[CH:3]=[C:4]([CH:5]=[CH:6][C:7]([N:21]([O:33][CH3:34])[CH3:23])=[O:8])[CH:10]=[CH:11][CH:12]=1. (8) Given the reactants [CH3:1][N:2]([CH3:17])[C:3]1[CH:4]=[C:5]2[C:10](=[CH:11][CH:12]=1)[C:9]([CH:13]([NH:15][CH3:16])[CH3:14])=[CH:8][CH:7]=[CH:6]2.[F:18][C:19]([F:36])([F:35])[C:20]1[CH:25]=[CH:24][C:23]([C:26]2[CH:31]=[CH:30][C:29]([C:32]([Cl:34])=[O:33])=[CH:28][CH:27]=2)=[CH:22][CH:21]=1, predict the reaction product. The product is: [ClH:34].[CH3:17][N:2]([CH3:1])[C:3]1[CH:4]=[C:5]2[C:10](=[CH:11][CH:12]=1)[C:9]([CH:13]([N:15]([CH3:16])[C:32]([C:29]1[CH:30]=[CH:31][C:26]([C:23]3[CH:24]=[CH:25][C:20]([C:19]([F:36])([F:35])[F:18])=[CH:21][CH:22]=3)=[CH:27][CH:28]=1)=[O:33])[CH3:14])=[CH:8][CH:7]=[CH:6]2. (9) Given the reactants [N+:1]([C:4]1[CH:21]=[CH:20][C:7]([CH2:8][NH:9][CH2:10][C:11]2[CH:16]=[CH:15][C:14]([N+:17]([O-:19])=[O:18])=[CH:13][CH:12]=2)=[CH:6][CH:5]=1)([O-:3])=[O:2].[C:22](OC(=O)C)(=[O:24])[CH3:23], predict the reaction product. The product is: [N+:1]([C:4]1[CH:5]=[CH:6][C:7]([CH2:8][N:9]([CH2:10][C:11]2[CH:16]=[CH:15][C:14]([N+:17]([O-:19])=[O:18])=[CH:13][CH:12]=2)[C:22](=[O:24])[CH3:23])=[CH:20][CH:21]=1)([O-:3])=[O:2]. (10) Given the reactants C(N(CC)CC)C.[F:8][C:9]1[C:14]([F:15])=[CH:13][CH:12]=[CH:11][C:10]=1[C@H:16]1[CH2:22][N:21]2[C:23]([CH2:26][C:27]([F:30])([F:29])[F:28])=[CH:24][N:25]=[C:20]2[C@H:19]([NH2:31])[CH2:18][CH2:17]1.Cl[C:33](OC1C=CC([N+]([O-])=O)=CC=1)=[O:34].[NH:45]1[CH2:50][CH2:49][CH:48]([N:51]2[CH2:57][CH2:56][C:55]3[CH:58]=[CH:59][CH:60]=[CH:61][C:54]=3[NH:53][C:52]2=[O:62])[CH2:47][CH2:46]1.C(=O)([O-])[O-].[Na+].[Na+], predict the reaction product. The product is: [F:8][C:9]1[C:14]([F:15])=[CH:13][CH:12]=[CH:11][C:10]=1[C@H:16]1[CH2:22][N:21]2[C:23]([CH2:26][C:27]([F:30])([F:28])[F:29])=[CH:24][N:25]=[C:20]2[C@H:19]([NH:31][C:33]([N:45]2[CH2:46][CH2:47][CH:48]([N:51]3[CH2:57][CH2:56][C:55]4[CH:58]=[CH:59][CH:60]=[CH:61][C:54]=4[NH:53][C:52]3=[O:62])[CH2:49][CH2:50]2)=[O:34])[CH2:18][CH2:17]1.